From a dataset of Catalyst prediction with 721,799 reactions and 888 catalyst types from USPTO. Predict which catalyst facilitates the given reaction. (1) Reactant: F[C:2]1[CH:7]=[CH:6][C:5]([N+:8]([O-:10])=[O:9])=[CH:4][CH:3]=1.C(=O)([O-])[O-].[K+].[K+].[CH:17]1[C:26]2[C:21](=[CH:22][CH:23]=[CH:24][CH:25]=2)[CH:20]=[CH:19][C:18]=1[OH:27].O. Product: [CH:17]1[C:26]2[C:21](=[CH:22][CH:23]=[CH:24][CH:25]=2)[CH:20]=[CH:19][C:18]=1[O:27][C:2]1[CH:7]=[CH:6][C:5]([N+:8]([O-:10])=[O:9])=[CH:4][CH:3]=1. The catalyst class is: 31. (2) Reactant: [Cl:1][C:2]1[CH:3]=[CH:4][C:5]([C@@:8]([NH:30][C:31]([NH:33][C@H:34]2[CH2:38][CH2:37][CH2:36][C@H:35]2[OH:39])=[O:32])([C:16]2[CH:21]=[C:20]([O:22][C:23]([F:28])([F:27])[CH:24]([F:26])[F:25])[CH:19]=[C:18]([F:29])[CH:17]=2)[CH2:9][C:10]2[CH:15]=[CH:14][CH:13]=[CH:12][CH:11]=2)=[N:6][CH:7]=1.[H-].[Na+].[C:42]([O:46][C:47]([CH3:50])([CH3:49])[CH3:48])(=[O:45])[CH:43]=[CH2:44]. Product: [Cl:1][C:2]1[CH:3]=[CH:4][C:5]([C@@:8]([NH:30][C:31](=[O:32])[NH:33][C@H:34]2[CH2:38][CH2:37][CH2:36][C@H:35]2[O:39][CH2:44][CH2:43][C:42]([OH:46])=[O:45])([C:16]2[CH:21]=[C:20]([O:22][C:23]([F:27])([F:28])[CH:24]([F:26])[F:25])[CH:19]=[C:18]([F:29])[CH:17]=2)[CH2:9][C:10]2[CH:11]=[CH:12][CH:13]=[CH:14][CH:15]=2)=[N:6][CH:7]=1.[Cl:1][C:2]1[CH:3]=[CH:4][C:5]([C@@:8]([NH:30][C:31](=[O:32])[NH:33][C@H:34]2[CH2:38][CH2:37][CH2:36][C@H:35]2[O:39][CH2:44][CH2:43][C:42]([O:46][C:47]([CH3:50])([CH3:49])[CH3:48])=[O:45])([C:16]2[CH:21]=[C:20]([O:22][C:23]([F:27])([F:28])[CH:24]([F:26])[F:25])[CH:19]=[C:18]([F:29])[CH:17]=2)[CH2:9][C:10]2[CH:11]=[CH:12][CH:13]=[CH:14][CH:15]=2)=[N:6][CH:7]=1. The catalyst class is: 1. (3) Reactant: [CH2:1]([N:8]([CH3:31])[C:9]1[C:10](OS(C(F)(F)F)(=O)=O)=[N:11][C:12]2[C:17]([N:18]=1)=[CH:16][C:15]([C:19]([O:21][CH3:22])=[O:20])=[CH:14][CH:13]=2)[C:2]1[CH:7]=[CH:6][CH:5]=[CH:4][CH:3]=1.CC1(C)C(C)(C)OB([C:40]2[CH:41]=[C:42]3[C:46](=[CH:47][CH:48]=2)[N:45]([C:49]([O:51][C:52]([CH3:55])([CH3:54])[CH3:53])=[O:50])[N:44]=[CH:43]3)O1.C(=O)([O-])[O-].[Na+].[Na+]. Product: [CH2:1]([N:8]([CH3:31])[C:9]1[C:10]([C:40]2[CH:41]=[C:42]3[C:46](=[CH:47][CH:48]=2)[N:45]([C:49]([O:51][C:52]([CH3:55])([CH3:54])[CH3:53])=[O:50])[N:44]=[CH:43]3)=[N:11][C:12]2[C:17]([N:18]=1)=[CH:16][C:15]([C:19]([O:21][CH3:22])=[O:20])=[CH:14][CH:13]=2)[C:2]1[CH:7]=[CH:6][CH:5]=[CH:4][CH:3]=1. The catalyst class is: 104. (4) Reactant: N#N.[Si:3]([O:10][CH2:11][C:12]1[N:13]=[C:14]([CH:17]=[O:18])[O:15][CH:16]=1)([C:6]([CH3:9])([CH3:8])[CH3:7])([CH3:5])[CH3:4].[CH3:19][Al](C)C.[NH4+].[Cl-]. Product: [Si:3]([O:10][CH2:11][C:12]1[N:13]=[C:14]([CH:17]([OH:18])[CH3:19])[O:15][CH:16]=1)([C:6]([CH3:9])([CH3:7])[CH3:8])([CH3:5])[CH3:4]. The catalyst class is: 390. (5) Reactant: [OH:1][C@@H:2]([CH2:7][N:8]([C:13]1[CH:18]=[CH:17][C:16]([O:19][C:20]2[CH:25]=[CH:24][C:23]([CH3:26])=[CH:22][CH:21]=2)=[CH:15][CH:14]=1)[S:9]([CH3:12])(=[O:11])=[O:10])[C:3]([O:5][CH3:6])=[O:4].CI.[H-].[Na+].[CH3:31]COCC.O. Product: [CH3:31][O:1][C@@H:2]([CH2:7][N:8]([C:13]1[CH:18]=[CH:17][C:16]([O:19][C:20]2[CH:25]=[CH:24][C:23]([CH3:26])=[CH:22][CH:21]=2)=[CH:15][CH:14]=1)[S:9]([CH3:12])(=[O:11])=[O:10])[C:3]([O:5][CH3:6])=[O:4]. The catalyst class is: 3. (6) Reactant: [CH:1]([C:3]1[CH:8]=[CH:7][C:6]([C:9]2[CH:14]=[CH:13][CH:12]=[C:11]([C:15]#[N:16])[CH:10]=2)=[CH:5][C:4]=1[OH:17])=[O:2].N1C=CC=CC=1.[O:24](S(C(F)(F)F)(=O)=O)[S:25]([C:28]([F:31])([F:30])[F:29])(=O)=[O:26]. Product: [F:29][C:28]([F:31])([F:30])[S:25]([O:17][C:4]1[CH:5]=[C:6]([C:9]2[CH:14]=[CH:13][CH:12]=[C:11]([C:15]#[N:16])[CH:10]=2)[CH:7]=[CH:8][C:3]=1[CH:1]=[O:2])(=[O:26])=[O:24]. The catalyst class is: 2. (7) Reactant: Br[C:2]1[C:6]2[N:7]=[C:8]([Cl:11])[N:9]=[CH:10][C:5]=2[S:4][CH:3]=1.[C:12]1(B(O)O)[CH:17]=[CH:16][CH:15]=[CH:14][CH:13]=1.C(=O)([O-])[O-].[Na+].[Na+].C(O)(C)C. Product: [Cl:11][C:8]1[N:9]=[CH:10][C:5]2[S:4][CH:3]=[C:2]([C:12]3[CH:17]=[CH:16][CH:15]=[CH:14][CH:13]=3)[C:6]=2[N:7]=1. The catalyst class is: 133. (8) Reactant: [C:1]([O:4][C@H:5]1[C@@H:14]2[O:15]C(C)(C)[O:17][C@:13]32[C@H:8]([C@H:9]([C:21]([CH3:25])=[C:22]([F:24])[F:23])[CH2:10][CH2:11][C@@H:12]3[CH3:20])[CH:7]=[C:6]1[CH3:26])(=[O:3])[CH3:2].C1(C)C=CC(S(O)(=O)=O)=CC=1. Product: [C:1]([O:4][C@@H:5]1[C:6]([CH3:26])=[CH:7][C@@H:8]2[C@@:13]([OH:17])([C@@H:12]([CH3:20])[CH2:11][CH2:10][C@H:9]2[C:21]([CH3:25])=[C:22]([F:24])[F:23])[C@H:14]1[OH:15])(=[O:3])[CH3:2]. The catalyst class is: 5.